Dataset: Acute oral toxicity (LD50) regression data from Zhu et al.. Task: Regression/Classification. Given a drug SMILES string, predict its toxicity properties. Task type varies by dataset: regression for continuous values (e.g., LD50, hERG inhibition percentage) or binary classification for toxic/non-toxic outcomes (e.g., AMES mutagenicity, cardiotoxicity, hepatotoxicity). Dataset: ld50_zhu. (1) The drug is O=NN(c1cccc(C(F)(F)F)c1)c1ccccc1C(=O)O. The rat oral LD50 is 2.54, given as -log10 of the dose in mol/kg body weight (higher means more acutely toxic). (2) The rat oral LD50 is 1.36, given as -log10 of the dose in mol/kg body weight (higher means more acutely toxic). The drug is CCCCCCCC=O.